Dataset: Full USPTO retrosynthesis dataset with 1.9M reactions from patents (1976-2016). Task: Predict the reactants needed to synthesize the given product. (1) Given the product [C:11]([CH2:10][CH2:9][CH2:8][C:5]1[CH:6]=[CH:7][C:2]([CH2:25][C:14]2([C:23]#[N:24])[CH2:17][CH2:16][CH2:15]2)=[CH:3][C:4]=1[F:13])#[N:12], predict the reactants needed to synthesize it. The reactants are: N[C:2]1[CH:7]=[CH:6][C:5]([CH2:8][CH2:9][CH2:10][C:11]#[N:12])=[C:4]([F:13])[CH:3]=1.[C:14]1(=O)[CH2:17][CH2:16][CH2:15]1.C[Si]([C:23]#[N:24])(C)C.[C:25](OCC)(=O)C. (2) Given the product [CH2:19]1[O:18][C:15]2[CH:16]=[CH:17][C:12]([CH2:11][C@H:7]3[CH2:6][O:9][C:8]3=[O:10])=[CH:13][C:14]=2[O:20]1, predict the reactants needed to synthesize it. The reactants are: CS(O[CH2:6][C@H:7]([CH2:11][C:12]1[CH:17]=[CH:16][C:15]2[O:18][CH2:19][O:20][C:14]=2[CH:13]=1)[C:8]([OH:10])=[O:9])(=O)=O.[OH-].[Na+]. (3) Given the product [Cl:34][C:35]1[CH:41]=[C:40]([O:42][C:43]2[C:44]3[N:51]([CH3:52])[CH:50]=[CH:49][C:45]=3[N:46]=[CH:47][N:48]=2)[CH:39]=[CH:38][C:36]=1[NH:37][C:25]([NH:11][C:10]1[CH:12]=[CH:13][C:7]([N:1]2[CH2:6][CH2:5][O:4][CH2:3][CH2:2]2)=[C:8]([C:14]([F:15])([F:17])[F:16])[CH:9]=1)=[O:26], predict the reactants needed to synthesize it. The reactants are: [N:1]1([C:7]2[CH:13]=[CH:12][C:10]([NH2:11])=[CH:9][C:8]=2[C:14]([F:17])([F:16])[F:15])[CH2:6][CH2:5][O:4][CH2:3][CH2:2]1.N1C=CC=CC=1.Cl[C:25](OC1C=CC=CC=1)=[O:26].[Cl:34][C:35]1[CH:41]=[C:40]([O:42][C:43]2[C:44]3[N:51]([CH3:52])[CH:50]=[CH:49][C:45]=3[N:46]=[CH:47][N:48]=2)[CH:39]=[CH:38][C:36]=1[NH2:37]. (4) Given the product [CH3:1][C:2]1[CH:7]=[C:6]([CH3:8])[CH:5]=[CH:4][C:3]=1[N:9]([CH2:30][CH:31]([CH3:33])[CH3:32])[S:10]([C:13]1[CH:21]=[CH:20][C:19]([O:22][CH2:23][CH:24]2[CH2:25][CH2:26][O:27][CH2:28][CH2:29]2)=[CH:18][C:14]=1[CH2:15][OH:16])(=[O:12])=[O:11], predict the reactants needed to synthesize it. The reactants are: [CH3:1][C:2]1[CH:7]=[C:6]([CH3:8])[CH:5]=[CH:4][C:3]=1[N:9]([CH2:30][CH:31]([CH3:33])[CH3:32])[S:10]([C:13]1[CH:21]=[CH:20][C:19]([O:22][CH2:23][CH:24]2[CH2:29][CH2:28][O:27][CH2:26][CH2:25]2)=[CH:18][C:14]=1[C:15](O)=[O:16])(=[O:12])=[O:11].[H-].[Al+3].[Li+].[H-].[H-].[H-]. (5) Given the product [CH2:1]([O:3][CH2:4][N:5]1[CH:9]=[C:8]([N+:11]([O-:13])=[O:12])[N:7]=[C:6]1[Br:14])[CH3:2], predict the reactants needed to synthesize it. The reactants are: [CH2:1]([O:3][CH2:4][N:5]1[C:9](Br)=[C:8]([N+:11]([O-:13])=[O:12])[N:7]=[C:6]1[Br:14])[CH3:2].O.S([O-])([O-])=O.[Na+].[Na+].C(=O)(O)[O-].[Na+]. (6) Given the product [CH3:37][O:38][C:39](=[O:46])[C@@H:40]([NH:45][C:4](=[O:6])[C:3]1[CH:7]=[CH:8][C:9]([O:11][CH3:12])=[CH:10][C:2]=1[NH2:1])[CH2:41][CH2:42][CH2:43][CH3:44], predict the reactants needed to synthesize it. The reactants are: [NH2:1][C:2]1[CH:10]=[C:9]([O:11][CH3:12])[CH:8]=[CH:7][C:3]=1[C:4]([OH:6])=O.C(N1C=CN=C1)(N1C=CN=C1)=O.N12CCCN=C1CCCCC2.Cl.[CH3:37][O:38][C:39](=[O:46])[C@@H:40]([NH2:45])[CH2:41][CH2:42][CH2:43][CH3:44]. (7) Given the product [Cl:2][C:3]1[CH:4]=[C:5]2[C:9](=[CH:10][CH:11]=1)[NH:8][CH:7]=[C:6]2[CH2:12][CH2:13][NH:14][C:18](=[O:19])[C:17]1[CH:21]=[CH:22][C:23]([CH2:25][C:26]2[CH:31]=[CH:30][CH:29]=[C:28]([F:32])[CH:27]=2)=[CH:24][C:16]=1[F:15], predict the reactants needed to synthesize it. The reactants are: Cl.[Cl:2][C:3]1[CH:4]=[C:5]2[C:9](=[CH:10][CH:11]=1)[NH:8][CH:7]=[C:6]2[CH2:12][CH2:13][NH2:14].[F:15][C:16]1[CH:24]=[C:23]([CH2:25][C:26]2[CH:31]=[CH:30][CH:29]=[C:28]([F:32])[CH:27]=2)[CH:22]=[CH:21][C:17]=1[C:18](O)=[O:19].CN(C(ON1N=NC2C=CC=NC1=2)=[N+](C)C)C.F[P-](F)(F)(F)(F)F.C(N(CC)C(C)C)(C)C.